Dataset: Catalyst prediction with 721,799 reactions and 888 catalyst types from USPTO. Task: Predict which catalyst facilitates the given reaction. (1) The catalyst class is: 530. Reactant: [C:1]([CH2:3][C:4]([NH:6][CH:7]([CH3:9])[CH3:8])=[O:5])#[N:2].C(OC(OCC)OCC)C.[C:20](OC(=O)C)(=O)C.[CH3:27][NH:28][NH2:29]. Product: [NH2:2][C:1]1[N:29]([CH3:20])[N:28]=[CH:27][C:3]=1[C:4]([NH:6][CH:7]([CH3:9])[CH3:8])=[O:5]. (2) Reactant: C[O:2][C:3](=[O:16])[CH2:4][O:5][C:6]1[CH:11]=[CH:10][CH:9]=[C:8]([C:12]([F:15])([F:14])[F:13])[CH:7]=1.[OH-].[Na+]. Product: [F:13][C:12]([F:14])([F:15])[C:8]1[CH:7]=[C:6]([CH:11]=[CH:10][CH:9]=1)[O:5][CH2:4][C:3]([OH:16])=[O:2]. The catalyst class is: 5.